Dataset: Full USPTO retrosynthesis dataset with 1.9M reactions from patents (1976-2016). Task: Predict the reactants needed to synthesize the given product. Given the product [F:42][C:43]([F:48])([F:47])[C:44]([OH:46])=[O:45].[NH2:34][CH2:33][CH2:32][CH2:31][CH2:30][CH2:29][NH:28][C:26](=[O:27])[CH2:25][C@@H:10]1[N:9]=[C:8]([C:5]2[CH:6]=[CH:7][C:2]([Cl:1])=[CH:3][CH:4]=2)[C:14]2[CH:15]=[C:16]([O:19][CH3:20])[CH:17]=[CH:18][C:13]=2[N:12]2[C:21]([CH3:24])=[N:22][N:23]=[C:11]12, predict the reactants needed to synthesize it. The reactants are: [Cl:1][C:2]1[CH:7]=[CH:6][C:5]([C:8]2[C:14]3[CH:15]=[C:16]([O:19][CH3:20])[CH:17]=[CH:18][C:13]=3[N:12]3[C:21]([CH3:24])=[N:22][N:23]=[C:11]3[C@H:10]([CH2:25][C:26]([NH:28][CH2:29][CH2:30][CH2:31][CH2:32][CH2:33][NH:34]C(=O)OC(C)(C)C)=[O:27])[N:9]=2)=[CH:4][CH:3]=1.[F:42][C:43]([F:48])([F:47])[C:44]([OH:46])=[O:45].